This data is from Cav3 T-type calcium channel HTS with 100,875 compounds. The task is: Binary Classification. Given a drug SMILES string, predict its activity (active/inactive) in a high-throughput screening assay against a specified biological target. (1) The result is 0 (inactive). The compound is O1c2c(OCC1)ccc(c2)C(=O)CCC. (2) The molecule is S(=O)(=O)(N(C)C)c1cc(ccc1)C(Oc1c(n2nc3c(n2)cccc3)cc(cc1)C)=O. The result is 0 (inactive). (3) The molecule is o1c(CNc2cc3ncn(C(C)C)c3cc2)ccc1. The result is 0 (inactive). (4) The result is 0 (inactive). The compound is Brc1oc(C(OCC(=O)N2CCCc3c2cccc3)=O)cc1. (5) The molecule is S(c1n(CCCc2ccccc2)c2c(n(c(=O)[nH]c2=O)C)n1)c1ncccn1. The result is 0 (inactive). (6) The result is 0 (inactive). The compound is O(c1c(cccc1)C)c1ccc(cc1)c1nc(nc(n1)N)N. (7) The drug is Clc1ccc(Cn2c3ncccc3c(=O)n(c2=O)c2ncccc2C(OC)=O)cc1. The result is 0 (inactive).